The task is: Regression/Classification. Given a drug SMILES string, predict its absorption, distribution, metabolism, or excretion properties. Task type varies by dataset: regression for continuous measurements (e.g., permeability, clearance, half-life) or binary classification for categorical outcomes (e.g., BBB penetration, CYP inhibition). Dataset: cyp1a2_veith.. This data is from CYP1A2 inhibition data for predicting drug metabolism from PubChem BioAssay. (1) The drug is O=C1[C@H]2CC[C@H]3/C(=N\OC[C@@H](O)COCc4ccco4)C[C@@H](O)[C@@H](O)[C@@H]3[C@@H]2C(=O)N1c1cccc(Oc2ccccc2)c1. The result is 0 (non-inhibitor). (2) The compound is C[C@@H](c1ccccc1)N1C(=O)[C@@H]2[C@@H](CC[C@@H]3C(=O)C=C[C@@H](O)[C@H]32)C1=O. The result is 0 (non-inhibitor).